From a dataset of Full USPTO retrosynthesis dataset with 1.9M reactions from patents (1976-2016). Predict the reactants needed to synthesize the given product. Given the product [Cl:1][C:2]1[CH:10]=[C:9]([N:11]2[CH2:16][CH2:15][O:14][CH2:13][S:12]2(=[O:18])=[O:17])[CH:8]=[CH:7][C:3]=1[C:4]([NH:19][C:20]1[CH:21]=[CH:22][C:23]([Cl:36])=[C:24]([NH:26][C:27](=[O:35])[C:28]2[CH:33]=[CH:32][C:31]([Cl:34])=[CH:30][CH:29]=2)[CH:25]=1)=[O:6], predict the reactants needed to synthesize it. The reactants are: [Cl:1][C:2]1[CH:10]=[C:9]([N:11]2[CH2:16][CH2:15][O:14][CH2:13][S:12]2(=[O:18])=[O:17])[CH:8]=[CH:7][C:3]=1[C:4]([OH:6])=O.[NH2:19][C:20]1[CH:21]=[CH:22][C:23]([Cl:36])=[C:24]([NH:26][C:27](=[O:35])[C:28]2[CH:33]=[CH:32][C:31]([Cl:34])=[CH:30][CH:29]=2)[CH:25]=1.CN(C(ON1N=NC2C=CC=NC1=2)=[N+](C)C)C.F[P-](F)(F)(F)(F)F.CCN(C(C)C)C(C)C.